This data is from Full USPTO retrosynthesis dataset with 1.9M reactions from patents (1976-2016). The task is: Predict the reactants needed to synthesize the given product. Given the product [CH2:1]([NH:8][S:9]([C:12]1[C:13]([OH:20])=[C:14]([NH:19][C:29]([NH:28][C:23]2[CH:24]=[CH:25][CH:26]=[CH:27][C:22]=2[Br:21])=[O:30])[CH:15]=[CH:16][C:17]=1[Cl:18])(=[O:11])=[O:10])[C:2]1[CH:7]=[CH:6][CH:5]=[CH:4][CH:3]=1, predict the reactants needed to synthesize it. The reactants are: [CH2:1]([NH:8][S:9]([C:12]1[C:17]([Cl:18])=[CH:16][CH:15]=[C:14]([NH2:19])[C:13]=1[OH:20])(=[O:11])=[O:10])[C:2]1[CH:7]=[CH:6][CH:5]=[CH:4][CH:3]=1.[Br:21][C:22]1[CH:27]=[CH:26][CH:25]=[CH:24][C:23]=1[N:28]=[C:29]=[O:30].